This data is from Peptide-MHC class I binding affinity with 185,985 pairs from IEDB/IMGT. The task is: Regression. Given a peptide amino acid sequence and an MHC pseudo amino acid sequence, predict their binding affinity value. This is MHC class I binding data. (1) The peptide sequence is FLKEEGGL. The MHC is HLA-B58:01 with pseudo-sequence HLA-B58:01. The binding affinity (normalized) is 0. (2) The peptide sequence is FLFMDRDAL. The MHC is HLA-A69:01 with pseudo-sequence HLA-A69:01. The binding affinity (normalized) is 0.310. (3) The peptide sequence is VTLTMQRL. The MHC is H-2-Kb with pseudo-sequence H-2-Kb. The binding affinity (normalized) is 0.677. (4) The peptide sequence is PELGAFFAI. The MHC is HLA-A03:01 with pseudo-sequence HLA-A03:01. The binding affinity (normalized) is 0.0847. (5) The peptide sequence is VLNHYTPEY. The MHC is HLA-A29:02 with pseudo-sequence HLA-A29:02. The binding affinity (normalized) is 1.00.